From a dataset of Catalyst prediction with 721,799 reactions and 888 catalyst types from USPTO. Predict which catalyst facilitates the given reaction. Reactant: [CH3:1][C:2]1([N:7]2[CH2:12][CH2:11][CH:10]([N:13]3[C@H:17]4[CH2:18][CH2:19][CH2:20][CH2:21][C@@H:16]4[NH:15][C:14]3=[O:22])[CH2:9][CH2:8]2)[CH2:6][CH2:5][NH:4][CH2:3]1.C(=O)([O-])[O-].[K+].[K+].Cl[C:30]([O:32][CH2:33][CH2:34][F:35])=[O:31]. The catalyst class is: 6. Product: [O:22]=[C:14]1[N:13]([CH:10]2[CH2:11][CH2:12][N:7]([C:2]3([CH3:1])[CH2:6][CH2:5][N:4]([C:30]([O:32][CH2:33][CH2:34][F:35])=[O:31])[CH2:3]3)[CH2:8][CH2:9]2)[C@H:17]2[CH2:18][CH2:19][CH2:20][CH2:21][C@@H:16]2[NH:15]1.